Dataset: Reaction yield outcomes from USPTO patents with 853,638 reactions. Task: Predict the reaction yield, written as a fraction of the theoretical maximum amount of product (1.0 means a 100% yield; for example, 0.34 means a 34% yield). (1) The reactants are [CH2:1]([O:8][C:9]([CH:11]1[CH2:15][O:14][C:13]([CH:16]([CH2:22][C:23]2[CH:28]=[CH:27][C:26]([O:29][Si:30]([CH:37]([CH3:39])[CH3:38])([CH:34]([CH3:36])[CH3:35])[CH:31]([CH3:33])[CH3:32])=[CH:25][CH:24]=2)[CH2:17][C:18]([O:20][CH3:21])=[O:19])=[N:12]1)=[O:10])[C:2]1[CH:7]=[CH:6][CH:5]=[CH:4][CH:3]=1.C1CCN2C(=NCCC2)CC1.BrC(Cl)(Cl)Cl. The catalyst is C(Cl)Cl. The product is [CH2:1]([O:8][C:9]([C:11]1[N:12]=[C:13]([CH:16]([CH2:22][C:23]2[CH:24]=[CH:25][C:26]([O:29][Si:30]([CH:37]([CH3:39])[CH3:38])([CH:34]([CH3:36])[CH3:35])[CH:31]([CH3:32])[CH3:33])=[CH:27][CH:28]=2)[CH2:17][C:18]([O:20][CH3:21])=[O:19])[O:14][CH:15]=1)=[O:10])[C:2]1[CH:3]=[CH:4][CH:5]=[CH:6][CH:7]=1. The yield is 0.680. (2) The yield is 0.750. The reactants are [N:1]1([C:8]2[C:13]([C:14]3[CH:15]=[CH:16][C:17]4[C:18]5[N:32](C6CCCCO6)[N:31]=[CH:30][C:19]=5[C:20](=[O:29])[N:21]([CH2:24][C:25]([F:28])([F:27])[F:26])[C:22]=4[CH:23]=3)=[CH:12][CH:11]=[CH:10][N:9]=2)[CH2:7][CH2:6][CH2:5][NH:4][CH2:3][CH2:2]1.N1(C2C(C3C=CC4C5NN(C6CCCCO6)CC=5C(=O)N(CC(F)(F)F)C=4C=3)=CC=CN=2)CCCNCC1.[ClH:77]. The product is [ClH:77].[N:1]1([C:8]2[C:13]([C:14]3[CH:15]=[CH:16][C:17]4[C:18]5[NH:32][N:31]=[CH:30][C:19]=5[C:20](=[O:29])[N:21]([CH2:24][C:25]([F:27])([F:26])[F:28])[C:22]=4[CH:23]=3)=[CH:12][CH:11]=[CH:10][N:9]=2)[CH2:7][CH2:6][CH2:5][NH:4][CH2:3][CH2:2]1. No catalyst specified.